This data is from Peptide-MHC class I binding affinity with 185,985 pairs from IEDB/IMGT. The task is: Regression. Given a peptide amino acid sequence and an MHC pseudo amino acid sequence, predict their binding affinity value. This is MHC class I binding data. (1) The peptide sequence is RVDIYYNGNK. The MHC is HLA-A31:01 with pseudo-sequence HLA-A31:01. The binding affinity (normalized) is 0.206. (2) The peptide sequence is YIALGRARV. The MHC is HLA-A69:01 with pseudo-sequence HLA-A69:01. The binding affinity (normalized) is 0.603. (3) The peptide sequence is GSKYRGLPK. The MHC is HLA-A29:02 with pseudo-sequence HLA-A29:02. The binding affinity (normalized) is 0.0847. (4) The peptide sequence is AYFATPASV. The MHC is HLA-B40:01 with pseudo-sequence HLA-B40:01. The binding affinity (normalized) is 0.0847. (5) The MHC is HLA-A02:03 with pseudo-sequence HLA-A02:03. The peptide sequence is LEKARGSTY. The binding affinity (normalized) is 0. (6) The peptide sequence is SQIRRFNLR. The MHC is HLA-A31:01 with pseudo-sequence HLA-A31:01. The binding affinity (normalized) is 1.00. (7) The peptide sequence is HLHAPTGSGK. The MHC is Patr-A0101 with pseudo-sequence Patr-A0101. The binding affinity (normalized) is 0.278. (8) The peptide sequence is NSDPEFNVL. The MHC is HLA-B07:02 with pseudo-sequence HLA-B07:02. The binding affinity (normalized) is 0.0847.